Dataset: Forward reaction prediction with 1.9M reactions from USPTO patents (1976-2016). Task: Predict the product of the given reaction. (1) Given the reactants Cl[C:2]1[C:7]([C:8]([O:10][CH2:11][CH3:12])=[O:9])=[CH:6][N:5]=[CH:4][N:3]=1.[Cl:13][C:14]1[CH:20]=[CH:19][C:18]([S:21]([N:24]2[C:33]3[C:28](=[CH:29][CH:30]=[CH:31][CH:32]=3)[CH2:27][CH2:26][CH2:25]2)(=[O:23])=[O:22])=[CH:17][C:15]=1[NH2:16].[H-].[Na+].Cl, predict the reaction product. The product is: [Cl:13][C:14]1[CH:20]=[CH:19][C:18]([S:21]([N:24]2[C:33]3[C:28](=[CH:29][CH:30]=[CH:31][CH:32]=3)[CH2:27][CH2:26][CH2:25]2)(=[O:22])=[O:23])=[CH:17][C:15]=1[NH:16][C:2]1[C:7]([C:8]([O:10][CH2:11][CH3:12])=[O:9])=[CH:6][N:5]=[CH:4][N:3]=1. (2) Given the reactants [OH-].[Zr+4:2].[OH-].[OH-].[OH-].[Zr].[P:7](=[O:11])([OH:10])([OH:9])[OH:8].[P], predict the reaction product. The product is: [P:7]([O-:11])([O-:10])([O-:9])=[O:8].[Zr+4:2].[P:7]([O-:11])([O-:10])([O-:9])=[O:8].[P:7]([O-:11])([O-:10])([O-:9])=[O:8].[P:7]([O-:11])([O-:10])([O-:9])=[O:8].[Zr+4:2].[Zr+4:2]. (3) Given the reactants [NH2:1][C:2]1[C:3]([C:14]2[CH:35]=[CH:34][C:17]([C:18]([NH:20][C@@H:21]([C:26]3[CH:31]=[C:30]([F:32])[CH:29]=[C:28]([Cl:33])[CH:27]=3)[CH2:22][N:23]=[N+]=[N-])=[O:19])=[C:16]([F:36])[CH:15]=2)=[N:4][C:5]([CH:8]2[CH2:13][CH2:12][O:11][CH2:10][CH2:9]2)=[CH:6][N:7]=1.[NH4+].[OH-].CP(C)C.CCO, predict the reaction product. The product is: [NH2:23][CH2:22][C@@H:21]([NH:20][C:18](=[O:19])[C:17]1[CH:34]=[CH:35][C:14]([C:3]2[C:2]([NH2:1])=[N:7][CH:6]=[C:5]([CH:8]3[CH2:9][CH2:10][O:11][CH2:12][CH2:13]3)[N:4]=2)=[CH:15][C:16]=1[F:36])[C:26]1[CH:31]=[C:30]([F:32])[CH:29]=[C:28]([Cl:33])[CH:27]=1.